Dataset: Reaction yield outcomes from USPTO patents with 853,638 reactions. Task: Predict the reaction yield, written as a fraction of the theoretical maximum amount of product (1.0 means a 100% yield; for example, 0.34 means a 34% yield). (1) The reactants are [CH2:1]([N:3]1[C:11]2[C:6](=[CH:7][CH:8]=[C:9]([O:12]C)[CH:10]=2)[C:5]([C:14]#[N:15])=[CH:4]1)[CH3:2].B(Br)(Br)Br.[OH-].[Na+]. The catalyst is C(Cl)Cl. The product is [OH:12][C:9]1[CH:10]=[C:11]2[C:6]([C:5]([C:14]#[N:15])=[CH:4][N:3]2[CH2:1][CH3:2])=[CH:7][CH:8]=1. The yield is 0.820. (2) The reactants are [ClH:1].C(N(CC)CCNC(C1C=CC2C(=CC=C(I)C=2)C=1)=O)C.[CH2:23]([N:25]([CH2:42][CH3:43])[CH2:26][CH2:27][NH:28][C:29]([C:31]1[CH:40]=[CH:39][C:38]2[C:33](=[C:34]([I:41])[CH:35]=[N:36][CH:37]=2)[N:32]=1)=[O:30])[CH3:24].[K+].[Br-]. No catalyst specified. The product is [ClH:1].[ClH:1].[CH2:42]([N:25]([CH2:23][CH3:24])[CH2:26][CH2:27][NH:28][C:29]([C:31]1[CH:40]=[CH:39][C:38]2[C:33](=[C:34]([I:41])[CH:35]=[N:36][CH:37]=2)[N:32]=1)=[O:30])[CH3:43]. The yield is 0.720. (3) The reactants are [C:1]([C:3]1[CH:8]=[CH:7][C:6]([NH:9][CH:10]([C:16]2[CH:21]=[CH:20][C:19]([OH:22])=[C:18]([CH2:23][CH3:24])[CH:17]=2)[C:11]([O:13][CH2:14][CH3:15])=[O:12])=[CH:5][CH:4]=1)#[N:2].C1(=O)O[CH2:28][CH2:27][O:26]1. The catalyst is [Br-].C([N+](CCCC)(CCCC)CCCC)CCC.CN(C=O)C. The product is [C:1]([C:3]1[CH:8]=[CH:7][C:6]([NH:9][CH:10]([C:16]2[CH:21]=[CH:20][C:19]([O:22][CH2:28][CH2:27][OH:26])=[C:18]([CH2:23][CH3:24])[CH:17]=2)[C:11]([O:13][CH2:14][CH3:15])=[O:12])=[CH:5][CH:4]=1)#[N:2]. The yield is 0.240. (4) The reactants are Br[C:2]1[CH:7]=[CH:6][C:5]([C:8]([F:11])([F:10])[F:9])=[CH:4][C:3]=1[CH:12]([O:15]C)OC.C([Li])CCC.Br[CH2:23][CH2:24][CH2:25][CH:26]=[CH2:27].Cl. The catalyst is C1COCC1. The product is [CH2:27]([C:2]1[CH:7]=[CH:6][C:5]([C:8]([F:9])([F:10])[F:11])=[CH:4][C:3]=1[CH:12]=[O:15])[CH2:26][CH2:25][CH:24]=[CH2:23]. The yield is 1.00. (5) The reactants are [Mg+2].[Br-].[Br-].CCOCC.C(N(C(C)C)CC)(C)C.[C:18]([C:21]1[CH2:25][CH2:24][C@H:23]([OH:26])[CH:22]=1)([CH3:20])=[CH2:19].C[O:28][C:29](=O)[CH:30]=[CH2:31]. The catalyst is C(Cl)Cl. The product is [CH3:19][C:18]1[CH2:20][CH2:31][C@@H:30]2[C@@H:22]3[C:21]=1[CH2:25][CH2:24][C@@H:23]3[O:26][C:29]2=[O:28]. The yield is 0.740. (6) The yield is 0.500. The catalyst is C1CCCCC1.CCOC(C)=O. The reactants are Cl[C:2]1[N:11]=[C:10]([NH:12][CH2:13][CH:14]([C:21]2[CH:26]=[CH:25][CH:24]=[CH:23][CH:22]=2)[N:15]2[CH2:20][CH2:19][CH2:18][CH2:17][CH2:16]2)[C:9]2[C:4](=[CH:5][CH:6]=[CH:7][CH:8]=2)[N:3]=1.[CH3:27][S:28]([NH:31][C:32]1[CH:37]=[CH:36][C:35](B(O)O)=[CH:34][CH:33]=1)(=[O:30])=[O:29].CN(C)C1C=CC(C2N=C(NCC(C3C=CC=CC=3)C3NC=CC=3)C3C(=CC=CC=3)N=2)=CC=1. The product is [C:21]1([CH:14]([N:15]2[CH2:20][CH2:19][CH2:18][CH2:17][CH2:16]2)[CH2:13][NH:12][C:10]2[C:9]3[C:4](=[CH:5][CH:6]=[CH:7][CH:8]=3)[N:3]=[C:2]([C:35]3[CH:34]=[CH:33][C:32]([NH:31][S:28]([CH3:27])(=[O:29])=[O:30])=[CH:37][CH:36]=3)[N:11]=2)[CH:26]=[CH:25][CH:24]=[CH:23][CH:22]=1. (7) The reactants are C[Al](C)C.[CH3:5][CH:6]([N:8]1[CH2:14][CH2:13][CH2:12][N:11]([C:15]2[N:20]=[CH:19][C:18]([C:21]([O:23]C)=O)=[CH:17][N:16]=2)[CH2:10][CH2:9]1)[CH3:7].[CH3:25][O:26][C:27]1[CH:28]=[C:29]([CH2:35][CH2:36][C:37]2[CH:38]=[C:39]([NH2:42])[NH:40][N:41]=2)[CH:30]=[C:31]([O:33][CH3:34])[CH:32]=1. The catalyst is C1(C)C=CC=CC=1. The product is [CH3:34][O:33][C:31]1[CH:30]=[C:29]([CH2:35][CH2:36][C:37]2[CH:38]=[C:39]([NH:42][C:21]([C:18]3[CH:19]=[N:20][C:15]([N:11]4[CH2:12][CH2:13][CH2:14][N:8]([CH:6]([CH3:5])[CH3:7])[CH2:9][CH2:10]4)=[N:16][CH:17]=3)=[O:23])[NH:40][N:41]=2)[CH:28]=[C:27]([O:26][CH3:25])[CH:32]=1. The yield is 0.170.